Dataset: Reaction yield outcomes from USPTO patents with 853,638 reactions. Task: Predict the reaction yield, written as a fraction of the theoretical maximum amount of product (1.0 means a 100% yield; for example, 0.34 means a 34% yield). The reactants are [CH3:1][S:2][CH2:3][CH2:4][CH2:5][CH2:6][OH:7].[N+:8]([C:11]1[CH:18]=[CH:17][CH:16]=[C:15]([N+]([O-])=O)[C:12]=1[C:13]#[N:14])([O-:10])=[O:9]. No catalyst specified. The product is [CH3:1][S:2][CH2:3][CH2:4][CH2:5][CH2:6][O:7][C:15]1[CH:16]=[CH:17][CH:18]=[C:11]([N+:8]([O-:10])=[O:9])[C:12]=1[C:13]#[N:14]. The yield is 0.890.